Dataset: Reaction yield outcomes from USPTO patents with 853,638 reactions. Task: Predict the reaction yield, written as a fraction of the theoretical maximum amount of product (1.0 means a 100% yield; for example, 0.34 means a 34% yield). (1) The reactants are [NH2:1][C@H:2]([CH2:34]O)[CH2:3][CH2:4][C:5]1[C:10]([F:11])=[CH:9][CH:8]=[CH:7][C:6]=1[NH:12][C:13](=[O:33])[C@@H:14]([N:30]=[N+:31]=[N-:32])[CH:15]([C:23]1[CH:28]=[CH:27][CH:26]=[C:25]([F:29])[CH:24]=1)[C:16]1[CH:21]=[CH:20][CH:19]=[C:18]([F:22])[CH:17]=1.C(N(CC)CC)C.[C:43]1([S:49](Cl)(=[O:51])=[O:50])[CH:48]=[CH:47][CH:46]=[CH:45][CH:44]=1.CS(Cl)(=O)=O. The catalyst is ClCCl.CN(C1C=CN=CC=1)C. The product is [N:30]([C@@H:14]([CH:15]([C:23]1[CH:28]=[CH:27][CH:26]=[C:25]([F:29])[CH:24]=1)[C:16]1[CH:21]=[CH:20][CH:19]=[C:18]([F:22])[CH:17]=1)[C:13]([NH:12][C:6]1[CH:7]=[CH:8][CH:9]=[C:10]([F:11])[C:5]=1[CH2:4][CH2:3][CH:2]1[CH2:34][N@@:1]1[S:49]([C:43]1[CH:48]=[CH:47][CH:46]=[CH:45][CH:44]=1)(=[O:51])=[O:50])=[O:33])=[N+:31]=[N-:32]. The yield is 0.500. (2) The reactants are C[O-].[Na+].[NH2:4][C:5]1[CH:10]=[C:9]([O:11][CH2:12][C:13]2[CH:18]=[CH:17][CH:16]=[CH:15][CH:14]=2)[C:8]([O:19][CH3:20])=[CH:7][C:6]=1[C:21](=[O:23])[CH3:22].[CH:24](OCC)=O.Cl. The catalyst is O.COCCOC. The product is [CH2:12]([O:11][C:9]1[CH:10]=[C:5]2[C:6]([C:21](=[O:23])[CH:22]=[CH:24][NH:4]2)=[CH:7][C:8]=1[O:19][CH3:20])[C:13]1[CH:18]=[CH:17][CH:16]=[CH:15][CH:14]=1. The yield is 0.940.